This data is from Peptide-MHC class I binding affinity with 185,985 pairs from IEDB/IMGT. The task is: Regression. Given a peptide amino acid sequence and an MHC pseudo amino acid sequence, predict their binding affinity value. This is MHC class I binding data. The peptide sequence is FQAGMRLYF. The MHC is HLA-A31:01 with pseudo-sequence HLA-A31:01. The binding affinity (normalized) is 0.0847.